This data is from Acute oral toxicity (LD50) regression data from Zhu et al.. The task is: Regression/Classification. Given a drug SMILES string, predict its toxicity properties. Task type varies by dataset: regression for continuous values (e.g., LD50, hERG inhibition percentage) or binary classification for toxic/non-toxic outcomes (e.g., AMES mutagenicity, cardiotoxicity, hepatotoxicity). Dataset: ld50_zhu. (1) The drug is COP(=O)(OC)SC(P(=O)(OC)OC)=P(OC)(OC)OC. The rat oral LD50 is 4.01, given as -log10 of the dose in mol/kg body weight (higher means more acutely toxic). (2) The compound is CCOC(=O)CC(O)(CC(=O)OCC)C(=O)OCC. The rat oral LD50 is 1.67, given as -log10 of the dose in mol/kg body weight (higher means more acutely toxic). (3) The compound is CC(C)CC(C)CC(O)CC(C)C. The rat oral LD50 is 1.04, given as -log10 of the dose in mol/kg body weight (higher means more acutely toxic). (4) The molecule is COCCOCCOCCO. The rat oral LD50 is 1.16, given as -log10 of the dose in mol/kg body weight (higher means more acutely toxic). (5) The molecule is CC(C)CC(CCN(C(C)C)C(C)C)(C(N)=O)c1ccccn1. The rat oral LD50 is 2.46, given as -log10 of the dose in mol/kg body weight (higher means more acutely toxic). (6) The drug is CCCCCCCCCCCCCCCCCC1=NC(C)(C)CC(C)N1. The rat oral LD50 is 2.87, given as -log10 of the dose in mol/kg body weight (higher means more acutely toxic). (7) The rat oral LD50 is 2.94, given as -log10 of the dose in mol/kg body weight (higher means more acutely toxic). The compound is ClCC(Cl)C(Cl)CCl.